From a dataset of Peptide-MHC class I binding affinity with 185,985 pairs from IEDB/IMGT. Regression. Given a peptide amino acid sequence and an MHC pseudo amino acid sequence, predict their binding affinity value. This is MHC class I binding data. (1) The peptide sequence is MMYTVSLGK. The MHC is HLA-A03:01 with pseudo-sequence HLA-A03:01. The binding affinity (normalized) is 0.898. (2) The peptide sequence is VFFKQWFEK. The MHC is HLA-A26:03 with pseudo-sequence HLA-A26:03. The binding affinity (normalized) is 0.0847. (3) The MHC is HLA-B35:01 with pseudo-sequence HLA-B35:01. The peptide sequence is EPVPLTVKM. The binding affinity (normalized) is 0.616.